This data is from Reaction yield outcomes from USPTO patents with 853,638 reactions. The task is: Predict the reaction yield, written as a fraction of the theoretical maximum amount of product (1.0 means a 100% yield; for example, 0.34 means a 34% yield). (1) The reactants are [C:1]([O:5][C:6]([N:8]1[CH2:13][CH2:12][CH:11]([CH2:14][CH2:15]I)[CH2:10][CH2:9]1)=[O:7])([CH3:4])([CH3:3])[CH3:2].[C:17]1([OH:23])[CH:22]=[CH:21][CH:20]=[CH:19][CH:18]=1.C([O-])([O-])=O.[K+].[K+].[OH-].[Na+]. The catalyst is CN(C=O)C. The product is [C:1]([O:5][C:6]([N:8]1[CH2:13][CH2:12][CH:11]([CH2:14][CH2:15][O:23][C:17]2[CH:22]=[CH:21][CH:20]=[CH:19][CH:18]=2)[CH2:10][CH2:9]1)=[O:7])([CH3:4])([CH3:3])[CH3:2]. The yield is 0.720. (2) The reactants are [Cl:1][C:2]1[CH:3]=[C:4]([CH:32]=[CH:33][CH:34]=1)[CH2:5][N:6]1[C:10]2=[C:11]([N:20]3[CH2:29][CH2:28][C:27]4[C:22](=[CH:23][CH:24]=[CH:25][CH:26]=4)[CH2:21]3)[N:12]=[C:13]([C:15]3[NH:19][N:18]=[N:17][N:16]=3)[CH:14]=[C:9]2[C:8]([CH3:30])=[C:7]1[CH3:31].I[CH2:36][CH3:37]. No catalyst specified. The product is [Cl:1][C:2]1[CH:3]=[C:4]([CH:32]=[CH:33][CH:34]=1)[CH2:5][N:6]1[C:10]2=[C:11]([N:20]3[CH2:29][CH2:28][C:27]4[C:22](=[CH:23][CH:24]=[CH:25][CH:26]=4)[CH2:21]3)[N:12]=[C:13]([C:15]3[N:19]([CH2:36][CH3:37])[N:18]=[N:17][N:16]=3)[CH:14]=[C:9]2[C:8]([CH3:30])=[C:7]1[CH3:31]. The yield is 0.340. (3) The product is [NH2:12][C:11]1[C:7]([C:5]([NH:4][CH:1]([CH3:3])[CH3:2])=[O:6])=[N:8][NH:9][CH:10]=1. The yield is 0.830. The reactants are [CH:1]([NH:4][C:5]([C:7]1[C:11]([N+:12]([O-])=O)=[CH:10][NH:9][N:8]=1)=[O:6])([CH3:3])[CH3:2]. The catalyst is [C].[Pd].CO. (4) The reactants are [CH:1]1([CH2:6][C@@H:7]([C:20]([NH:22][NH:23][C:24]2[C:29]([F:30])=[C:28]([N:31]3[CH2:40][CH2:39][N:38]4[C@H:33]([CH2:34][O:35][CH2:36][CH2:37]4)[CH2:32]3)[N:27]=[C:26]([CH3:41])[N:25]=2)=[O:21])[CH2:8][N:9]([O:12]CC2C=CC=CC=2)[CH:10]=[O:11])[CH2:5][CH2:4][CH2:3][CH2:2]1. The catalyst is CO.[Pd]. The product is [CH:1]1([CH2:6][C@@H:7]([C:20]([NH:22][NH:23][C:24]2[C:29]([F:30])=[C:28]([N:31]3[CH2:40][CH2:39][N:38]4[C@H:33]([CH2:34][O:35][CH2:36][CH2:37]4)[CH2:32]3)[N:27]=[C:26]([CH3:41])[N:25]=2)=[O:21])[CH2:8][N:9]([OH:12])[CH:10]=[O:11])[CH2:5][CH2:4][CH2:3][CH2:2]1. The yield is 0.780. (5) The reactants are [CH:1]1[C:11]2[CH:10]=[CH:9][C:8]3[CH:12]=[CH:13][CH:14]=[CH:15][C:7]=3[C:6](=[C:16]3[CH2:21][CH2:20][NH:19][CH2:18][CH2:17]3)[C:5]=2[CH:4]=[CH:3][CH:2]=1.[C:22]1(=[O:28])[O:27][C:25](=O)[CH2:24][CH2:23]1.C(N(CC)CC)C.[NH:36]1[CH2:41][CH2:40][O:39][CH2:38][CH2:37]1.Cl.C(N=C=NCCCN(C)C)C. The catalyst is ClCCl. The product is [O:27]=[C:25]([N:36]1[CH2:41][CH2:40][O:39][CH2:38][CH2:37]1)[CH2:24][CH2:23][C:22]([N:19]1[CH2:18][CH2:17][C:16](=[C:6]2[C:7]3[CH:15]=[CH:14][CH:13]=[CH:12][C:8]=3[CH:9]=[CH:10][C:11]3[CH:1]=[CH:2][CH:3]=[CH:4][C:5]2=3)[CH2:21][CH2:20]1)=[O:28]. The yield is 1.00. (6) The reactants are [NH:1]([C:6]([O:8][C:9]([CH3:12])([CH3:11])[CH3:10])=[O:7])[CH2:2][C:3]([OH:5])=O.C(N=C=NC(C)C)(C)C.C1C=CC2N(O)N=NC=2C=1.[F:32][C:33]1[CH:34]=[C:35]([CH:38]=[C:39]([C:41]([F:44])([F:43])[F:42])[CH:40]=1)[CH2:36][NH2:37]. The catalyst is CN(C=O)C. The product is [C:9]([O:8][C:6](=[O:7])[NH:1][CH2:2][C:3](=[O:5])[NH:37][CH2:36][C:35]1[CH:38]=[C:39]([C:41]([F:42])([F:43])[F:44])[CH:40]=[C:33]([F:32])[CH:34]=1)([CH3:12])([CH3:11])[CH3:10]. The yield is 0.960. (7) The reactants are O[C:2]1[CH:3]=[C:4]([NH:8][C:9]2[N:14]=[C:13]([NH:15][C:16]3[CH:21]=[CH:20][CH:19]=[C:18](O)[CH:17]=3)[C:12]([F:23])=[CH:11][N:10]=2)[CH:5]=[CH:6][CH:7]=1.[NH2:24][C:25]1C=C(C=CC=1)C#N.Cl[C:34]1N=C(Cl)C(F)=C[N:35]=1. No catalyst specified. The product is [C:25]([C:2]1[CH:3]=[C:4]([NH:8][C:9]2[N:14]=[C:13]([NH:15][C:16]3[CH:21]=[CH:20][CH:19]=[C:18]([C:34]#[N:35])[CH:17]=3)[C:12]([F:23])=[CH:11][N:10]=2)[CH:5]=[CH:6][CH:7]=1)#[N:24]. The yield is 0.760.